From a dataset of Oral bioavailability binary classification data from Ma et al.. Regression/Classification. Given a drug SMILES string, predict its absorption, distribution, metabolism, or excretion properties. Task type varies by dataset: regression for continuous measurements (e.g., permeability, clearance, half-life) or binary classification for categorical outcomes (e.g., BBB penetration, CYP inhibition). Dataset: bioavailability_ma. (1) The molecule is CCC[C@H](N[C@@H](C)C(=O)N1[C@H](C(=O)O)C[C@@H]2CCCC[C@@H]21)C(=O)OCC. The result is 1 (high bioavailability). (2) The molecule is Cc1c(C)c2c(c(C)c1O)CCC(C)(COc1ccc(CC3SC(=O)NC3=O)cc1)O2. The result is 1 (high bioavailability). (3) The drug is CCCCCN(C)CCC(O)(P(=O)(O)O)P(=O)(O)O. The result is 0 (low bioavailability). (4) The compound is COc1cc(NC(C)CCCN)c2ncccc2c1. The result is 1 (high bioavailability). (5) The drug is Nc1ccc(S(=O)(=O)Nc2ncccn2)cc1. The result is 1 (high bioavailability). (6) The compound is O=C1NCC2(CCN(CCc3ccccc3)CC2)O1. The result is 1 (high bioavailability). (7) The drug is C[C@@H]1C[C@H]2[C@@H]3C[C@H](F)C4=CC(=O)C=C[C@]4(C)[C@H]3[C@@H](O)C[C@]2(C)[C@H]1C(=O)CO. The result is 1 (high bioavailability). (8) The drug is CN1C(C(=O)Nc2ccccn2)=C(O)c2ccccc2S1(=O)=O. The result is 1 (high bioavailability). (9) The molecule is Cn1cnc([N+](=O)[O-])c1Sc1ncnc2nc[nH]c12. The result is 1 (high bioavailability).